From a dataset of CYP1A2 inhibition data for predicting drug metabolism from PubChem BioAssay. Regression/Classification. Given a drug SMILES string, predict its absorption, distribution, metabolism, or excretion properties. Task type varies by dataset: regression for continuous measurements (e.g., permeability, clearance, half-life) or binary classification for categorical outcomes (e.g., BBB penetration, CYP inhibition). Dataset: cyp1a2_veith. The molecule is Cc1cc(NC(=O)CSc2n[nH]c(-c3cccs3)n2)no1. The result is 1 (inhibitor).